From a dataset of Forward reaction prediction with 1.9M reactions from USPTO patents (1976-2016). Predict the product of the given reaction. The product is: [C:20]([C:24]1[CH:28]=[C:27]([NH:29][C:30]([NH:1][C:2]2[CH:19]=[CH:18][CH:17]=[C:4]([O:5][C:6]3[C:15]4[N:14]=[CH:13][C:12](=[O:16])[NH:11][C:10]=4[N:9]=[CH:8][CH:7]=3)[CH:3]=2)=[O:31])[N:26]([C:32]2[CH:37]=[CH:36][C:35]([CH3:38])=[CH:34][CH:33]=2)[N:25]=1)([CH3:23])([CH3:22])[CH3:21]. Given the reactants [NH2:1][C:2]1[CH:3]=[C:4]([CH:17]=[CH:18][CH:19]=1)[O:5][C:6]1[C:15]2[N:14]=[CH:13][C:12](=[O:16])[NH:11][C:10]=2[N:9]=[CH:8][CH:7]=1.[C:20]([C:24]1[CH:28]=[C:27]([N:29]=[C:30]=[O:31])[N:26]([C:32]2[CH:37]=[CH:36][C:35]([CH3:38])=[CH:34][CH:33]=2)[N:25]=1)([CH3:23])([CH3:22])[CH3:21], predict the reaction product.